From a dataset of Forward reaction prediction with 1.9M reactions from USPTO patents (1976-2016). Predict the product of the given reaction. (1) Given the reactants [CH2:1]([N:3]([CH2:30][CH3:31])[C:4]1[N:9]=[C:8]([NH:10][CH:11]([CH2:19][C:20]2[CH:25]=[CH:24][C:23]([OH:26])=[CH:22][CH:21]=2)[C:12]([O:14][C:15]([CH3:18])([CH3:17])[CH3:16])=[O:13])[C:7]([N+:27]([O-:29])=[O:28])=[CH:6][N:5]=1)[CH3:2].C(N(CC)CC)C.[CH3:39][N:40]([CH3:44])[C:41](Cl)=[O:42], predict the reaction product. The product is: [CH2:30]([N:3]([CH2:1][CH3:2])[C:4]1[N:9]=[C:8]([NH:10][CH:11]([CH2:19][C:20]2[CH:21]=[CH:22][C:23]([O:26][C:41](=[O:42])[N:40]([CH3:44])[CH3:39])=[CH:24][CH:25]=2)[C:12]([O:14][C:15]([CH3:18])([CH3:17])[CH3:16])=[O:13])[C:7]([N+:27]([O-:29])=[O:28])=[CH:6][N:5]=1)[CH3:31]. (2) Given the reactants C([Li])CCC.Br[C:7]1[C:11]([Br:12])=[CH:10][S:9][CH:8]=1.[C:13](=[O:15])=[O:14].[OH-].[Na+], predict the reaction product. The product is: [Br:12][C:11]1[C:7]([C:13]([OH:15])=[O:14])=[CH:8][S:9][CH:10]=1.